Task: Predict the product of the given reaction.. Dataset: Forward reaction prediction with 1.9M reactions from USPTO patents (1976-2016) (1) Given the reactants [NH2:1][CH2:2][CH2:3][O:4][CH2:5][CH2:6][N:7]1[C:19]2[C:18]3[CH2:17][CH2:16][CH2:15][CH2:14][C:13]=3[N:12]=[C:11]([NH2:20])[C:10]=2[N:9]=[C:8]1[CH2:21][CH2:22][O:23][CH3:24].[C:25]1([N:31]=[C:32]=[O:33])[CH:30]=[CH:29][CH:28]=[CH:27][CH:26]=1.CCN(CC)CC, predict the reaction product. The product is: [NH2:20][C:11]1[C:10]2[N:9]=[C:8]([CH2:21][CH2:22][O:23][CH3:24])[N:7]([CH2:6][CH2:5][O:4][CH2:3][CH2:2][NH:1][C:32]([NH:31][C:25]3[CH:30]=[CH:29][CH:28]=[CH:27][CH:26]=3)=[O:33])[C:19]=2[C:18]2[CH2:17][CH2:16][CH2:15][CH2:14][C:13]=2[N:12]=1. (2) Given the reactants [Br:1][C:2]1[CH:3]=[C:4]([CH:17]([O:19][Si:20]([C:23]([CH3:26])([CH3:25])[CH3:24])([CH3:22])[CH3:21])[CH3:18])[CH:5]=[C:6](B2OC(C)(C)C(C)(C)O2)[CH:7]=1.[NH:27]1[C:31]2=[N:32][CH:33]=[CH:34][CH:35]=[C:30]2[C:29]([C:36]([O:38][CH3:39])=[O:37])=[N:28]1, predict the reaction product. The product is: [Br:1][C:2]1[CH:7]=[C:6]([N:27]2[C:31]3=[N:32][CH:33]=[CH:34][CH:35]=[C:30]3[C:29]([C:36]([O:38][CH3:39])=[O:37])=[N:28]2)[CH:5]=[C:4]([CH:17]([O:19][Si:20]([C:23]([CH3:24])([CH3:25])[CH3:26])([CH3:21])[CH3:22])[CH3:18])[CH:3]=1. (3) The product is: [CH3:30][O:29][C:27](=[O:28])[CH2:26][C:31]([NH:15][O:14][C@H:4]1[C@H:3]([O:2][CH3:1])[C@H:8]([O:9][CH3:10])[C@@H:7]([O:11][CH3:12])[C@H:6]([CH3:13])[O:5]1)=[O:32]. Given the reactants [CH3:1][O:2][C@@H:3]1[C@H:8]([O:9][CH3:10])[C@@H:7]([O:11][CH3:12])[C@H:6]([CH3:13])[O:5][C@H:4]1[O:14][NH2:15].CCN(C(C)C)C(C)C.Cl[CH:26]([C:31]([O-])=[O:32])[C:27]([O:29][CH3:30])=[O:28], predict the reaction product. (4) Given the reactants C(OC(OC(C)(C)C)=O)(OC(C)(C)C)=O.[CH3:16][C:17]([O:20][C:21]([NH:23][CH2:24][C:25]1[N:29]2[CH:30]=[CH:31][CH:32]=[CH:33][C:28]2=[N:27][C:26]=1[C:34](OC)=[O:35])=[O:22])([CH3:19])[CH3:18].CC(OC(NCC1N2C=CC=CC2=NC=1C(OCC)=O)=O)(C)C.[BH4-].[Li+].[OH-].[Na+], predict the reaction product. The product is: [OH:35][CH2:34][C:26]1[N:27]=[C:28]2[CH:33]=[CH:32][CH:31]=[CH:30][N:29]2[C:25]=1[CH2:24][NH:23][C:21](=[O:22])[O:20][C:17]([CH3:18])([CH3:16])[CH3:19]. (5) The product is: [C:13]1([CH2:19][CH2:20][CH2:21][NH:22][C:10]([CH:8]2[CH2:7][CH2:6][C:5]3[NH:1][CH:2]=[N:3][C:4]=3[CH2:9]2)=[O:12])[CH:18]=[CH:17][CH:16]=[CH:15][CH:14]=1. Given the reactants [NH:1]1[C:5]2[CH2:6][CH2:7][CH:8]([C:10]([OH:12])=O)[CH2:9][C:4]=2[N:3]=[CH:2]1.[C:13]1([CH2:19][CH2:20][CH2:21][NH2:22])[CH:18]=[CH:17][CH:16]=[CH:15][CH:14]=1, predict the reaction product. (6) The product is: [C:1]1([C:7]([C:8](=[O:13])[CH2:9][CH2:10][CH2:11][CH3:12])=[CH2:15])[CH:6]=[CH:5][CH:4]=[CH:3][CH:2]=1. Given the reactants [C:1]1([CH2:7][C:8](=[O:13])[CH2:9][CH2:10][CH2:11][CH3:12])[CH:6]=[CH:5][CH:4]=[CH:3][CH:2]=1.N1CCCC[CH2:15]1.C(O)(=O)C.C=O, predict the reaction product. (7) The product is: [Br:1][C:2]1[CH:7]=[CH:6][C:5]([C:13]2[CH2:14][CH2:15][S:10][CH2:11][CH:12]=2)=[CH:4][C:3]=1[CH3:9]. Given the reactants [Br:1][C:2]1[CH:7]=[CH:6][C:5](I)=[CH:4][C:3]=1[CH3:9].[S:10]1[CH2:15][CH:14]=[C:13](B2OC(C)(C)C(C)(C)O2)[CH2:12][CH2:11]1, predict the reaction product. (8) Given the reactants Cl[C:2]1[N:3]=[C:4]([NH:18][CH2:19][C:20]2[CH:25]=[CH:24][CH:23]=[CH:22][N:21]=2)[C:5]2[C:10]([CH:11]=1)=[CH:9][CH:8]=[CH:7][C:6]=2[C:12]1[CH:17]=[CH:16][CH:15]=[CH:14][CH:13]=1.[C:26]([NH:30][S:31]([C:34]1[CH:35]=[N:36][CH:37]=[C:38](B2OC(C)(C)C(C)(C)O2)[CH:39]=1)(=[O:33])=[O:32])([CH3:29])([CH3:28])[CH3:27].C(=O)([O-])[O-].[K+].[K+], predict the reaction product. The product is: [C:26]([NH:30][S:31]([C:34]1[CH:35]=[N:36][CH:37]=[C:38]([C:2]2[N:3]=[C:4]([NH:18][CH2:19][C:20]3[CH:25]=[CH:24][CH:23]=[CH:22][N:21]=3)[C:5]3[C:10]([CH:11]=2)=[CH:9][CH:8]=[CH:7][C:6]=3[C:12]2[CH:17]=[CH:16][CH:15]=[CH:14][CH:13]=2)[CH:39]=1)(=[O:33])=[O:32])([CH3:29])([CH3:27])[CH3:28]. (9) Given the reactants Cl[C:2]1[C:11]([C:12]([OH:14])=[O:13])=[CH:10][C:9]2[C:4](=[CH:5][CH:6]=[C:7]([Cl:15])[CH:8]=2)[N:3]=1.[NH2:16][CH:17]([CH:21]([C:25]1[CH:30]=[C:29]([F:31])[CH:28]=[C:27]([F:32])[CH:26]=1)[C:22]([OH:24])=[O:23])[C:18]([OH:20])=[O:19], predict the reaction product. The product is: [C:12]([C:11]1[C:2]([NH:16][CH:17]([CH:21]([C:25]2[CH:26]=[C:27]([F:32])[CH:28]=[C:29]([F:31])[CH:30]=2)[C:22]([OH:24])=[O:23])[C:18]([OH:20])=[O:19])=[N:3][C:4]2[C:9]([CH:10]=1)=[CH:8][C:7]([Cl:15])=[CH:6][CH:5]=2)([OH:14])=[O:13]. (10) Given the reactants [C:1]([C:3]1[CH:4]=[C:5]([CH:9]=[CH:10][C:11]=1[O:12][CH:13]([CH3:15])[CH3:14])[C:6]([OH:8])=O)#[N:2].C1C=CC2N(O)N=NC=2C=1.C(Cl)CCl.[CH2:30]([C:32]1[CH:37]=[C:36]([O:38][CH2:39][O:40][CH2:41][CH2:42][Si:43]([CH3:46])([CH3:45])[CH3:44])[CH:35]=[CH:34][C:33]=1[C:47](=[NH:50])[NH:48]O)[CH3:31], predict the reaction product. The product is: [CH2:30]([C:32]1[CH:37]=[C:36]([O:38][CH2:39][O:40][CH2:41][CH2:42][Si:43]([CH3:45])([CH3:44])[CH3:46])[CH:35]=[CH:34][C:33]=1[C:47]1[N:48]=[C:6]([C:5]2[CH:9]=[CH:10][C:11]([O:12][CH:13]([CH3:15])[CH3:14])=[C:3]([CH:4]=2)[C:1]#[N:2])[O:8][N:50]=1)[CH3:31].